Dataset: NCI-60 drug combinations with 297,098 pairs across 59 cell lines. Task: Regression. Given two drug SMILES strings and cell line genomic features, predict the synergy score measuring deviation from expected non-interaction effect. (1) Drug 1: CCC1(CC2CC(C3=C(CCN(C2)C1)C4=CC=CC=C4N3)(C5=C(C=C6C(=C5)C78CCN9C7C(C=CC9)(C(C(C8N6C=O)(C(=O)OC)O)OC(=O)C)CC)OC)C(=O)OC)O.OS(=O)(=O)O. Drug 2: CC1=C(C(CCC1)(C)C)C=CC(=CC=CC(=CC(=O)O)C)C. Cell line: NCI-H322M. Synergy scores: CSS=29.8, Synergy_ZIP=2.26, Synergy_Bliss=1.57, Synergy_Loewe=-0.453, Synergy_HSA=5.33. (2) Drug 1: COC1=C(C=C2C(=C1)N=CN=C2NC3=CC(=C(C=C3)F)Cl)OCCCN4CCOCC4. Drug 2: CC1C(C(=O)NC(C(=O)N2CCCC2C(=O)N(CC(=O)N(C(C(=O)O1)C(C)C)C)C)C(C)C)NC(=O)C3=C4C(=C(C=C3)C)OC5=C(C(=O)C(=C(C5=N4)C(=O)NC6C(OC(=O)C(N(C(=O)CN(C(=O)C7CCCN7C(=O)C(NC6=O)C(C)C)C)C)C(C)C)C)N)C. Cell line: HCT116. Synergy scores: CSS=23.4, Synergy_ZIP=27.7, Synergy_Bliss=29.7, Synergy_Loewe=29.3, Synergy_HSA=29.1.